Dataset: Reaction yield outcomes from USPTO patents with 853,638 reactions. Task: Predict the reaction yield, written as a fraction of the theoretical maximum amount of product (1.0 means a 100% yield; for example, 0.34 means a 34% yield). (1) The product is [F:18][C:15]1[CH:16]=[CH:17][C:12]([C:10]2[N:11]=[C:4]3[C:3]([O:22][CH:20]([CH3:21])[CH3:19])=[N:8][CH:7]=[CH:6][N:5]3[CH:9]=2)=[CH:13][CH:14]=1. No catalyst specified. The yield is 0.700. The reactants are [Na].Cl[C:3]1[C:4]2[N:5]([CH:9]=[C:10]([C:12]3[CH:17]=[CH:16][C:15]([F:18])=[CH:14][CH:13]=3)[N:11]=2)[CH:6]=[CH:7][N:8]=1.[CH3:19][CH:20]([OH:22])[CH3:21]. (2) The reactants are [CH2:1]([O:8][C:9]1[N:13]([CH2:14][C:15]2[CH:24]=[CH:23][C:18]([C:19](OC)=[O:20])=[CH:17][CH:16]=2)[N:12]=[C:11]([C:25]([CH3:28])([CH3:27])[CH3:26])[CH:10]=1)[C:2]1[CH:7]=[CH:6][CH:5]=[CH:4][CH:3]=1.[H-].[Al+3].[Li+].[H-].[H-].[H-].C(O)C.[Cl-].[NH4+]. The catalyst is O1CCCC1. The product is [CH2:1]([O:8][C:9]1[N:13]([CH2:14][C:15]2[CH:16]=[CH:17][C:18]([CH2:19][OH:20])=[CH:23][CH:24]=2)[N:12]=[C:11]([C:25]([CH3:28])([CH3:27])[CH3:26])[CH:10]=1)[C:2]1[CH:7]=[CH:6][CH:5]=[CH:4][CH:3]=1. The yield is 0.990. (3) The reactants are [F:1][C:2]1[C:9]([N+:10]([O-:12])=[O:11])=[CH:8][CH:7]=[C:6](F)[C:3]=1[C:4]#[N:5].[N:14]1([C:20](=[O:22])[CH3:21])[CH2:19][CH2:18][NH:17][CH2:16][CH2:15]1.C(=O)([O-])[O-].[Cs+].[Cs+]. The yield is 0.740. The catalyst is CC(N(C)C)=O.O. The product is [C:20]([N:14]1[CH2:19][CH2:18][N:17]([C:6]2[C:3]([C:4]#[N:5])=[C:2]([F:1])[C:9]([N+:10]([O-:12])=[O:11])=[CH:8][CH:7]=2)[CH2:16][CH2:15]1)(=[O:22])[CH3:21]. (4) The reactants are [CH3:1][C@:2]12[C@@:19]3([CH3:20])[CH:10]([C@:11]4([CH3:24])[C@@H:16]([CH2:17][CH2:18]3)[C:15]([CH3:22])([CH3:21])[C:14](=[O:23])[CH2:13][CH2:12]4)[CH2:9][CH2:8][C@@H:7]1[C@H:6]1[C@H:25]([C:28]([CH3:30])=[CH2:29])[CH2:26][CH2:27][C@:5]1([C:31]([O:33][CH3:34])=[O:32])[CH2:4][CH2:3]2.[F:35][C:36]([F:55])([F:54])[S:37](N(C1C=CC=CC=1)[S:37]([C:36]([F:55])([F:54])[F:35])(=[O:39])=[O:38])(=[O:39])=[O:38].C[Si]([N-][Si](C)(C)C)(C)C.[K+]. The catalyst is C1COCC1. The product is [CH3:1][C@:2]12[C@@:19]3([CH3:20])[CH:10]([C@:11]4([CH3:24])[C@@H:16]([CH2:17][CH2:18]3)[C:15]([CH3:21])([CH3:22])[C:14]([O:23][S:37]([C:36]([F:55])([F:54])[F:35])(=[O:39])=[O:38])=[CH:13][CH2:12]4)[CH2:9][CH2:8][C@@H:7]1[C@H:6]1[C@H:25]([C:28]([CH3:30])=[CH2:29])[CH2:26][CH2:27][C@:5]1([C:31]([O:33][CH3:34])=[O:32])[CH2:4][CH2:3]2. The yield is 0.700. (5) The reactants are [Cl:1][C:2]1[CH:3]=[C:4]([CH2:9]O)[CH:5]=[N:6][C:7]=1[Cl:8].C(Br)(Br)(Br)[Br:12].C1(P(C2C=CC=CC=2)CCCP(C2C=CC=CC=2)C2C=CC=CC=2)C=CC=CC=1. The catalyst is ClCCl. The product is [Cl:1][C:2]1[CH:3]=[C:4]([CH2:9][Br:12])[CH:5]=[N:6][C:7]=1[Cl:8]. The yield is 1.30.